This data is from Forward reaction prediction with 1.9M reactions from USPTO patents (1976-2016). The task is: Predict the product of the given reaction. (1) Given the reactants C[N:2]([CH:14]1[CH2:19][CH2:18][CH:17]([C:20]2[CH:29]=[CH:28][C:23]3[NH:24][C:25](=[O:27])[O:26][C:22]=3[CH:21]=2)[CH2:16][CH2:15]1)[CH2:3][CH2:4][NH:5][C:6](=[O:13])[C:7]1[CH:12]=[CH:11][CH:10]=[CH:9][CH:8]=1.[OH-].[Na+], predict the reaction product. The product is: [O:27]=[C:25]1[NH:24][C:23]2[CH:28]=[CH:29][C:20]([CH:17]3[CH2:16][CH2:15][CH:14]([NH:2][CH2:3][CH2:4][NH:5][C:6](=[O:13])[C:7]4[CH:8]=[CH:9][CH:10]=[CH:11][CH:12]=4)[CH2:19][CH2:18]3)=[CH:21][C:22]=2[O:26]1. (2) Given the reactants CS(C)=O.[OH:5][CH:6]1[CH2:29][CH2:28][C:9]2([C:13](=[O:14])[N:12]([C:15]3[CH:16]=[N:17][C:18]([O:21][C@@H:22]([CH3:27])[C:23]([F:26])([F:25])[F:24])=[CH:19][CH:20]=3)[CH2:11][CH2:10]2)[CH2:8][CH2:7]1.C(Cl)(=O)C(Cl)=O.Cl, predict the reaction product. The product is: [F:26][C:23]([F:24])([F:25])[C@H:22]([CH3:27])[O:21][C:18]1[N:17]=[CH:16][C:15]([N:12]2[CH2:11][CH2:10][C:9]3([CH2:8][CH2:7][C:6](=[O:5])[CH2:29][CH2:28]3)[C:13]2=[O:14])=[CH:20][CH:19]=1. (3) Given the reactants [Br:1][C:2]1[CH:10]=[CH:9][C:5]([C:6](O)=[O:7])=[CH:4][C:3]=1[O:11][CH:12]1[CH2:15][O:14][CH2:13]1.[CH3:16][S:17]([NH2:20])(=[O:19])=[O:18].C(Cl)CCl.C([O-])(O)=O.[Na+], predict the reaction product. The product is: [Br:1][C:2]1[CH:10]=[CH:9][C:5]([C:6]([NH:20][S:17]([CH3:16])(=[O:19])=[O:18])=[O:7])=[CH:4][C:3]=1[O:11][CH:12]1[CH2:15][O:14][CH2:13]1. (4) The product is: [CH2:12]([O:14][C:15]([C:17]1[CH:18]=[N:19][N:20]([C:22]2[NH:31][C:30](=[O:32])[C:29]3[C:28]4[CH2:36][CH2:35][CH2:34][CH2:33][C:27]=4[CH:26]=[CH:25][C:24]=3[N:23]=2)[CH:21]=1)=[O:16])[CH3:13]. Given the reactants C1C2CCCCC=2C=CC=1N.[CH2:12]([O:14][C:15]([C:17]1[CH:18]=[N:19][N:20]([C:22]2[NH:31][C:30](=[O:32])[C:29]3[C:24](=[CH:25][C:26]4[CH2:36][CH2:35][CH2:34][CH2:33][C:27]=4[CH:28]=3)[N:23]=2)[CH:21]=1)=[O:16])[CH3:13], predict the reaction product. (5) Given the reactants [C:1]([NH:4][C:5]1[C:6](Cl)=[N:7][C:8]([C:11]2[CH:16]=[CH:15][CH:14]=[CH:13][CH:12]=2)=[N:9][CH:10]=1)(=[O:3])[CH3:2].[NH3:18].C(O)(C)C, predict the reaction product. The product is: [C:1]([NH:4][C:5]1[C:6]([NH2:18])=[N:7][C:8]([C:11]2[CH:16]=[CH:15][CH:14]=[CH:13][CH:12]=2)=[N:9][CH:10]=1)(=[O:3])[CH3:2]. (6) Given the reactants [CH:1]1([C:4]2[C:9]([C:10]3[CH:15]=[CH:14][C:13]([F:16])=[CH:12][C:11]=3[F:17])=[C:8]([F:18])[C:7]([O:19][CH:20]([CH3:22])[CH3:21])=[C:6]([CH2:23][N:24]3[CH2:29][CH2:28][CH:27]([N:30]4[CH:35]=[CH:34][C:33]([C:36]([O:38]C)=[O:37])=[C:32]([CH2:40][CH3:41])[C:31]4=[O:42])[CH2:26][CH2:25]3)[CH:5]=2)[CH2:3][CH2:2]1.[OH-].[Na+].Cl, predict the reaction product. The product is: [CH:1]1([C:4]2[C:9]([C:10]3[CH:15]=[CH:14][C:13]([F:16])=[CH:12][C:11]=3[F:17])=[C:8]([F:18])[C:7]([O:19][CH:20]([CH3:22])[CH3:21])=[C:6]([CH2:23][N:24]3[CH2:25][CH2:26][CH:27]([N:30]4[CH:35]=[CH:34][C:33]([C:36]([OH:38])=[O:37])=[C:32]([CH2:40][CH3:41])[C:31]4=[O:42])[CH2:28][CH2:29]3)[CH:5]=2)[CH2:3][CH2:2]1. (7) Given the reactants [Br:1][C:2]1[C:13]([CH3:14])=[CH:12][C:5]([O:6][C@@H:7]2[CH2:11][CH2:10][O:9][CH2:8]2)=[CH:4][C:3]=1[CH2:15]Br.[C:17]([O-:20])(=[O:19])[CH3:18].[K+].O, predict the reaction product. The product is: [C:17]([O:20][CH2:15][C:3]1[CH:4]=[C:5]([O:6][C@@H:7]2[CH2:11][CH2:10][O:9][CH2:8]2)[CH:12]=[C:13]([CH3:14])[C:2]=1[Br:1])(=[O:19])[CH3:18].